Task: Predict which catalyst facilitates the given reaction.. Dataset: Catalyst prediction with 721,799 reactions and 888 catalyst types from USPTO (1) Reactant: N(C(OC(C)(C)C)=O)=NC(OC(C)(C)C)=O.C1(P(C2C=CC=CC=2)C2C=CC=CC=2)C=CC=CC=1.[OH:36][C:37]1[C:38]([C:51]2[CH:56]=[CH:55][CH:54]=[CH:53][CH:52]=2)=[N:39][C:40]2[C:45]([C:46]=1[C:47]([O:49][CH3:50])=[O:48])=[CH:44][CH:43]=[CH:42][CH:41]=2.[CH3:57][C:58]([N:61]1[CH2:66][CH2:65][CH:64](O)[CH2:63][CH2:62]1)([CH3:60])[CH3:59]. Product: [CH3:57][C:58]([N:61]1[CH2:66][CH2:65][CH:64]([O:36][C:37]2[C:38]([C:51]3[CH:56]=[CH:55][CH:54]=[CH:53][CH:52]=3)=[N:39][C:40]3[C:45]([C:46]=2[C:47]([O:49][CH3:50])=[O:48])=[CH:44][CH:43]=[CH:42][CH:41]=3)[CH2:63][CH2:62]1)([CH3:60])[CH3:59]. The catalyst class is: 20. (2) Reactant: [N:1](OC(C)(C)C)=O.[NH2:8][C:9]1[C:10]2[C:36]([CH3:41])([C:37]([NH:39][NH2:40])=[O:38])[C:35](=[O:42])[NH:34][C:11]=2[N:12]=[C:13]([C:15]2[C:23]3[C:18](=[CH:19][C:20]([Cl:24])=[CH:21][CH:22]=3)[N:17]([CH2:25][CH2:26][C:27]([F:33])([F:32])[C:28]([F:31])([F:30])[F:29])[N:16]=2)[N:14]=1.C(O)(C(F)(F)F)=O. Product: [NH2:8][C:9]1[C:10]2[C:36]([CH3:41])([C:37]([N:39]=[N+:40]=[N-:1])=[O:38])[C:35](=[O:42])[NH:34][C:11]=2[N:12]=[C:13]([C:15]2[C:23]3[C:18](=[CH:19][C:20]([Cl:24])=[CH:21][CH:22]=3)[N:17]([CH2:25][CH2:26][C:27]([F:32])([F:33])[C:28]([F:30])([F:29])[F:31])[N:16]=2)[N:14]=1. The catalyst class is: 1. (3) Reactant: P(Cl)(Cl)(Cl)(Cl)Cl.S[C:8]1[O:9][C:10]2[CH:16]=[CH:15][C:14]([CH3:17])=[CH:13][C:11]=2[N:12]=1.[CH3:18][N:19]1[CH2:24][CH2:23][NH:22][CH2:21][CH2:20]1. Product: [CH3:18][N:19]1[CH2:24][CH2:23][N:22]([C:8]2[O:9][C:10]3[CH:16]=[CH:15][C:14]([CH3:17])=[CH:13][C:11]=3[N:12]=2)[CH2:21][CH2:20]1. The catalyst class is: 11. (4) Reactant: [C:1]([O:5][C:6](=[O:17])[NH:7][C@@H:8]([C:10]1[CH:15]=[CH:14][C:13]([F:16])=[CH:12][N:11]=1)[CH3:9])([CH3:4])([CH3:3])[CH3:2].ClC1C=CC=C(C(OO)=[O:26])C=1.S([O-])([O-])=O.[Na+].[Na+].C(=O)(O)[O-].[Na+]. Product: [C:1]([O:5][C:6](=[O:17])[NH:7][C@@H:8]([C:10]1[CH:15]=[CH:14][C:13]([F:16])=[CH:12][N+:11]=1[O-:26])[CH3:9])([CH3:2])([CH3:3])[CH3:4]. The catalyst class is: 4. (5) Reactant: C[CH2:2][N:3](CC)[CH2:4]C.N(C)C.Cl.[Cl:12][C:13]1[CH:33]=[C:32]([CH:34]=O)[CH:31]=[C:30]([Cl:36])[C:14]=1[C:15]([NH:17][C:18]1[CH:23]=[CH:22][N:21]=[C:20]([NH:24][C:25]([CH:27]2[CH2:29][CH2:28]2)=[O:26])[CH:19]=1)=[O:16].[BH4-].[Na+]. Product: [Cl:36][C:30]1[CH:31]=[C:32]([CH2:34][N:3]([CH3:4])[CH3:2])[CH:33]=[C:13]([Cl:12])[C:14]=1[C:15]([NH:17][C:18]1[CH:23]=[CH:22][N:21]=[C:20]([NH:24][C:25]([CH:27]2[CH2:29][CH2:28]2)=[O:26])[CH:19]=1)=[O:16]. The catalyst class is: 191.